From a dataset of Full USPTO retrosynthesis dataset with 1.9M reactions from patents (1976-2016). Predict the reactants needed to synthesize the given product. (1) Given the product [C:31]([Si:28]([CH3:30])([CH3:29])[N:14]1[C:15]2=[N:16][CH:17]=[C:18]([C:21]3[CH:26]=[CH:25][CH:24]=[C:23]([F:27])[CH:22]=3)[CH:19]=[C:20]2[C:12]([C:35]([OH:37])=[O:36])=[CH:13]1)([CH3:34])([CH3:33])[CH3:32], predict the reactants needed to synthesize it. The reactants are: [Li]C(C)(C)C.CCCCC.Br[C:12]1[C:20]2[C:15](=[N:16][CH:17]=[C:18]([C:21]3[CH:26]=[CH:25][CH:24]=[C:23]([F:27])[CH:22]=3)[CH:19]=2)[N:14]([Si:28]([C:31]([CH3:34])([CH3:33])[CH3:32])([CH3:30])[CH3:29])[CH:13]=1.[C:35](=[O:37])=[O:36]. (2) Given the product [F:22][C:19]1[CH:20]=[CH:21][C:16]([CH2:15][N:10]2[C:3]3[C:4](=[N:5][CH:6]=[CH:7][CH:2]=3)[C:8]([I:11])=[CH:9]2)=[CH:17][CH:18]=1, predict the reactants needed to synthesize it. The reactants are: Cl[C:2]1[CH:7]=[CH:6][N:5]=[C:4]2[C:8]([I:11])=[CH:9][NH:10][C:3]=12.[H-].[Na+].Br[CH2:15][C:16]1[CH:21]=[CH:20][C:19]([F:22])=[CH:18][CH:17]=1. (3) Given the product [CH3:23][S:24][C:2]1[N:7]=[CH:6][N:5]=[C:4]([O:8][C:9]2[CH:14]=[CH:13][CH:12]=[CH:11][C:10]=2/[C:15](=[CH:20]\[O:21][CH3:22])/[C:16]([O:18][CH3:19])=[O:17])[CH:3]=1, predict the reactants needed to synthesize it. The reactants are: Cl[C:2]1[N:7]=[CH:6][N:5]=[C:4]([O:8][C:9]2[CH:14]=[CH:13][CH:12]=[CH:11][C:10]=2/[C:15](=[CH:20]\[O:21][CH3:22])/[C:16]([O:18][CH3:19])=[O:17])[CH:3]=1.[CH3:23][S-:24].[Na+].O.CCOCC. (4) Given the product [NH:18]1[C:19]2[C:15](=[CH:14][C:13]([NH:12][C:6]3[C:5]4[C:10](=[CH:11][C:2]([O:1][CH2:25][CH2:26][CH2:27][N:28]5[CH2:33][CH2:32][N:31]([CH3:34])[CH2:30][CH2:29]5)=[C:3]([O:22][CH3:23])[CH:4]=4)[N:9]=[CH:8][N:7]=3)=[CH:21][CH:20]=2)[CH:16]=[CH:17]1, predict the reactants needed to synthesize it. The reactants are: [OH:1][C:2]1[CH:11]=[C:10]2[C:5]([C:6]([NH:12][C:13]3[CH:14]=[C:15]4[C:19](=[CH:20][CH:21]=3)[NH:18][CH:17]=[CH:16]4)=[N:7][CH:8]=[N:9]2)=[CH:4][C:3]=1[O:22][CH3:23].O[CH2:25][CH2:26][CH2:27][N:28]1[CH2:33][CH2:32][N:31]([CH3:34])[CH2:30][CH2:29]1. (5) Given the product [CH2:28]([O:35][C:36]1[CH:69]=[CH:68][C:39]([C:40]([O:42][C:43]2[CH:48]=[CH:47][C:46]([CH2:49][N:50]([CH2:60][C:61]([O:63][C:64]([CH3:67])([CH3:66])[CH3:65])=[O:62])[C:51](=[O:59])[C:52]3[CH:53]=[CH:54][C:55]([NH:58][C:11](=[O:13])[CH2:10][C:5]4[CH:6]=[CH:7][C:8]([CH3:9])=[C:3]([O:2][CH3:1])[CH:4]=4)=[CH:56][CH:57]=3)=[CH:45][CH:44]=2)=[O:41])=[CH:38][CH:37]=1)[CH2:29][CH2:30][CH2:31][CH2:32][CH2:33][CH3:34], predict the reactants needed to synthesize it. The reactants are: [CH3:1][O:2][C:3]1[CH:4]=[C:5]([CH2:10][C:11]([OH:13])=O)[CH:6]=[CH:7][C:8]=1[CH3:9].C1C=CC2N(O)N=NC=2C=1.C(Cl)CCl.[CH2:28]([O:35][C:36]1[CH:69]=[CH:68][C:39]([C:40]([O:42][C:43]2[CH:48]=[CH:47][C:46]([CH2:49][N:50]([CH2:60][C:61]([O:63][C:64]([CH3:67])([CH3:66])[CH3:65])=[O:62])[C:51](=[O:59])[C:52]3[CH:57]=[CH:56][C:55]([NH2:58])=[CH:54][CH:53]=3)=[CH:45][CH:44]=2)=[O:41])=[CH:38][CH:37]=1)[CH2:29][CH2:30][CH2:31][CH2:32][CH2:33][CH3:34].